This data is from Peptide-MHC class II binding affinity with 134,281 pairs from IEDB. The task is: Regression. Given a peptide amino acid sequence and an MHC pseudo amino acid sequence, predict their binding affinity value. This is MHC class II binding data. (1) The peptide sequence is DIDCWCYGVENVRVA. The MHC is DRB1_0404 with pseudo-sequence DRB1_0404. The binding affinity (normalized) is 0.481. (2) The peptide sequence is AAAAAYEAAFAATVP. The MHC is DRB1_1302 with pseudo-sequence DRB1_1302. The binding affinity (normalized) is 0. (3) The peptide sequence is SNLLRAIEAQQHLLQLTVWGIKQL. The MHC is HLA-DQA10102-DQB10502 with pseudo-sequence HLA-DQA10102-DQB10502. The binding affinity (normalized) is 0.431. (4) The peptide sequence is SINYRTEIDKPCQ. The MHC is DRB1_0101 with pseudo-sequence DRB1_0101. The binding affinity (normalized) is 0. (5) The peptide sequence is AARTAGTTVYGAFAA. The MHC is HLA-DQA10401-DQB10402 with pseudo-sequence YNYHQRXFATVTHILFFGGTYYDIEDSTVHLETT. The binding affinity (normalized) is 0.620. (6) The peptide sequence is LLGLLAPLASAQLSR. The MHC is DRB1_0101 with pseudo-sequence DRB1_0101. The binding affinity (normalized) is 0.909. (7) The peptide sequence is DDLTMGYVVSTISEP. The MHC is DRB1_0101 with pseudo-sequence DRB1_0101. The binding affinity (normalized) is 0.0935. (8) The peptide sequence is LIIMDEAHFTDPASI. The MHC is DRB1_0701 with pseudo-sequence DRB1_0701. The binding affinity (normalized) is 0.425. (9) The peptide sequence is RKGVLFNIQYVNYWF. The MHC is HLA-DQA10301-DQB10302 with pseudo-sequence HLA-DQA10301-DQB10302. The binding affinity (normalized) is 0.130. (10) The peptide sequence is PANDKFTVFEAAFNN. The MHC is DRB3_0101 with pseudo-sequence DRB3_0101. The binding affinity (normalized) is 0.263.